This data is from Reaction yield outcomes from USPTO patents with 853,638 reactions. The task is: Predict the reaction yield, written as a fraction of the theoretical maximum amount of product (1.0 means a 100% yield; for example, 0.34 means a 34% yield). (1) The reactants are [CH:1]1(/[C:4](/[CH:11]=[CH:12]/[C:13]2([OH:28])[C:25]3([CH3:26])[CH:23]([CH2:24]3)[C:16]3(OC(C)C(C)[O:17]3)[CH:15]=[C:14]2[CH3:27])=[CH:5]/[C:6]([O:8][CH2:9][CH3:10])=[O:7])[CH2:3][CH2:2]1.O. The catalyst is CC(C)=O.Cl. The product is [CH:1]1(/[C:4](/[CH:11]=[CH:12]/[C:13]2([OH:28])[C:14]([CH3:27])=[CH:15][C:16](=[O:17])[CH:23]3[C:25]2([CH3:26])[CH2:24]3)=[CH:5]/[C:6]([O:8][CH2:9][CH3:10])=[O:7])[CH2:3][CH2:2]1. The yield is 0.410. (2) The reactants are C1(P(=[O:20])(C2C=CC=CC=2)C2C=CC=CC=2)C=CC=CC=1.FC(F)(F)S(OS(C(F)(F)F)(=O)=O)(=O)=O.C([S:43][CH:44]([CH2:73][N:74]1[CH2:79][CH2:78][S:77][CH2:76][CH2:75]1)[CH2:45][NH:46][C:47]([C:49]1[NH:50][C:51]2[C:56]([CH:57]=1)=[CH:55][C:54]([O:58][CH2:59][CH2:60][O:61][CH3:62])=[CH:53][C:52]=2[NH:63][S:64]([C:67]1[CH:72]=[CH:71][CH:70]=[CH:69][N:68]=1)(=[O:66])=[O:65])=O)C1C=CC=CC=1.C1(SC)C=CC=CC=1.OOS([O-])=O.[K+].S([O-])([O-])=O.[Na+].[Na+]. The catalyst is ClCCl.O1CCCC1.O.C(O)C. The product is [CH3:62][O:61][CH2:60][CH2:59][O:58][C:54]1[CH:55]=[C:56]2[C:51](=[C:52]([NH:63][S:64]([C:67]3[CH:72]=[CH:71][CH:70]=[CH:69][N:68]=3)(=[O:66])=[O:65])[CH:53]=1)[NH:50][C:49]([C:47]1[S:43][CH:44]([CH2:73][N:74]3[CH2:75][CH2:76][S:77](=[O:20])[CH2:78][CH2:79]3)[CH2:45][N:46]=1)=[CH:57]2. The yield is 0.0610. (3) The reactants are [NH2:1][C:2]1[N:23]=[C:22](Cl)[CH:21]=[CH:20][C:3]=1[C:4]([NH:6][CH2:7][C:8]1[S:9][C:10]([O:13][C:14]2[CH:19]=[CH:18][CH:17]=[CH:16][CH:15]=2)=[CH:11][CH:12]=1)=[O:5].[CH2:25]([NH2:28])[CH2:26][NH2:27].O. The catalyst is CS(C)=O.C(N(CC)C(C)C)(C)C. The product is [NH2:1][C:2]1[N:23]=[C:22]([NH:27][CH2:26][CH2:25][NH2:28])[CH:21]=[CH:20][C:3]=1[C:4]([NH:6][CH2:7][C:8]1[S:9][C:10]([O:13][C:14]2[CH:19]=[CH:18][CH:17]=[CH:16][CH:15]=2)=[CH:11][CH:12]=1)=[O:5]. The yield is 0.590.